The task is: Predict the reactants needed to synthesize the given product.. This data is from Retrosynthesis with 50K atom-mapped reactions and 10 reaction types from USPTO. Given the product CN(C)CCNc1ccc2nc(NCCOc3ccccc3)ccc2c1, predict the reactants needed to synthesize it. The reactants are: CN(C)CCN.Clc1ccc2nc(NCCOc3ccccc3)ccc2c1.